This data is from Catalyst prediction with 721,799 reactions and 888 catalyst types from USPTO. The task is: Predict which catalyst facilitates the given reaction. Reactant: [NH2:1][C@@H:2]([CH2:34][C:35]1[CH:40]=[CH:39][CH:38]=[CH:37][CH:36]=1)[C@@H:3]([OH:33])[CH2:4][C@@H:5]([NH:20][C:21]([C@@H:23]([NH:28][C:29](=[O:32])[O:30][CH3:31])[C:24]([CH3:27])([CH3:26])[CH3:25])=[O:22])[CH2:6][C:7]1[CH:12]=[CH:11][C:10]([C:13]2[CH:18]=[CH:17][C:16]([CH3:19])=[CH:15][N:14]=2)=[CH:9][CH:8]=1.[CH3:41][O:42][C:43]([NH:45][C@@H:46]([C:50]([CH3:53])([CH3:52])[CH3:51])[C:47](O)=[O:48])=[O:44].CCOP(ON1N=NC2C=CC=CC=2C1=O)(OCC)=O.C(N(CC)C(C)C)(C)C. Product: [CH2:34]([C@@H:2]([C@@H:3]([OH:33])[CH2:4][C@H:5]([CH2:6][C:7]1[CH:12]=[CH:11][C:10]([C:13]2[CH:18]=[CH:17][C:16]([CH3:19])=[CH:15][N:14]=2)=[CH:9][CH:8]=1)[NH:20][C:21](=[O:22])[C@H:23]([C:24]([CH3:27])([CH3:26])[CH3:25])[NH:28][C:29](=[O:32])[O:30][CH3:31])[NH:1][C:47](=[O:48])[C@@H:46]([NH:45][C:43](=[O:44])[O:42][CH3:41])[C:50]([CH3:53])([CH3:52])[CH3:51])[C:35]1[CH:36]=[CH:37][CH:38]=[CH:39][CH:40]=1. The catalyst class is: 1.